The task is: Predict the product of the given reaction.. This data is from Forward reaction prediction with 1.9M reactions from USPTO patents (1976-2016). (1) Given the reactants [C:1]([C:5]1[CH:18]=[C:17]([S:19][C:20]([S:23][C:24]2[CH:29]=[C:28]([C:30]([CH3:33])([CH3:32])[CH3:31])[C:27]([OH:34])=[C:26]([C:35]([CH3:38])([CH3:37])[CH3:36])[CH:25]=2)([CH3:22])[CH3:21])[CH:16]=[C:15]([C:39]([CH3:42])([CH3:41])[CH3:40])[C:6]=1[O:7][CH2:8][CH2:9][C@H:10]([OH:14])[C:11](O)=[O:12])([CH3:4])([CH3:3])[CH3:2].B, predict the reaction product. The product is: [C:1]([C:5]1[CH:18]=[C:17]([S:19][C:20]([S:23][C:24]2[CH:29]=[C:28]([C:30]([CH3:33])([CH3:32])[CH3:31])[C:27]([OH:34])=[C:26]([C:35]([CH3:38])([CH3:37])[CH3:36])[CH:25]=2)([CH3:22])[CH3:21])[CH:16]=[C:15]([C:39]([CH3:42])([CH3:41])[CH3:40])[C:6]=1[O:7][CH2:8][CH2:9][C@H:10]([OH:14])[CH2:11][OH:12])([CH3:4])([CH3:3])[CH3:2]. (2) Given the reactants [CH2:1]([N:3]1[C:7]2[CH:8]=[CH:9][CH:10]=[CH:11][C:6]=2[N:5]=[C:4]1[C@H:12]([NH2:14])[CH3:13])[CH3:2].CCN(CC)CC.[Cl:22][C:23]1[CH:28]=[CH:27][C:26]([S:29](Cl)(=[O:31])=[O:30])=[CH:25][CH:24]=1, predict the reaction product. The product is: [Cl:22][C:23]1[CH:28]=[CH:27][C:26]([S:29]([NH:14][C@@H:12]([C:4]2[N:3]([CH2:1][CH3:2])[C:7]3[CH:8]=[CH:9][CH:10]=[CH:11][C:6]=3[N:5]=2)[CH3:13])(=[O:31])=[O:30])=[CH:25][CH:24]=1.